From a dataset of Forward reaction prediction with 1.9M reactions from USPTO patents (1976-2016). Predict the product of the given reaction. (1) Given the reactants [N:1]1[CH:6]=[CH:5][CH:4]=[C:3]([C:7]2([C:11]#[N:12])[CH2:10][CH2:9][CH2:8]2)[CH:2]=1.[OH:13]S(O)(=O)=O.C([O-])(O)=O.[Na+], predict the reaction product. The product is: [N:1]1[CH:6]=[CH:5][CH:4]=[C:3]([C:7]2([C:11]([NH2:12])=[O:13])[CH2:10][CH2:9][CH2:8]2)[CH:2]=1. (2) The product is: [Cl:1][C:2]1[CH:3]=[CH:4][C:5]([C:8]2[N:9]([C:10]3[CH:15]=[CH:14][C:13]([S:16]([CH3:19])(=[O:17])=[O:18])=[CH:12][CH:11]=3)[CH:27]=[C:28]([C:30]3[CH:39]=[CH:38][C:37]4[C:32](=[CH:33][CH:34]=[CH:35][CH:36]=4)[CH:31]=3)[N:20]=2)=[CH:6][CH:7]=1. Given the reactants [Cl:1][C:2]1[CH:7]=[CH:6][C:5]([C:8](=[NH:20])[NH:9][C:10]2[CH:15]=[CH:14][C:13]([S:16]([CH3:19])(=[O:18])=[O:17])=[CH:12][CH:11]=2)=[CH:4][CH:3]=1.C(=O)(O)[O-].[Na+].Br[CH2:27][C:28]([C:30]1[CH:39]=[CH:38][C:37]2[C:32](=[CH:33][CH:34]=[CH:35][CH:36]=2)[CH:31]=1)=O, predict the reaction product. (3) Given the reactants [F:1][C:2]1[CH:3]=[CH:4][C:5]([O:20][CH2:21][C:22]2[CH:27]=[CH:26][C:25]([C:28]3[CH:33]=[CH:32][C:31]([C:34]([F:37])([F:36])[F:35])=[CH:30][CH:29]=3)=[CH:24][CH:23]=2)=[C:6]([CH2:8][CH2:9][NH:10][CH2:11][CH2:12][CH2:13][CH2:14][C:15]([O:17]CC)=[O:16])[CH:7]=1.Cl.O.C(=O)(O)[O-].[Na+], predict the reaction product. The product is: [F:1][C:2]1[CH:3]=[CH:4][C:5]([O:20][CH2:21][C:22]2[CH:27]=[CH:26][C:25]([C:28]3[CH:29]=[CH:30][C:31]([C:34]([F:35])([F:36])[F:37])=[CH:32][CH:33]=3)=[CH:24][CH:23]=2)=[C:6]([CH2:8][CH2:9][NH:10][CH2:11][CH2:12][CH2:13][CH2:14][C:15]([OH:17])=[O:16])[CH:7]=1. (4) Given the reactants [O:1]1[CH2:6][CH2:5][CH2:4][CH2:3][CH:2]1[O:7][CH2:8][C:9]1[C:17]2[C:12](=[CH:13][CH:14]=[C:15]([CH2:18][OH:19])[CH:16]=2)[NH:11][N:10]=1.O, predict the reaction product. The product is: [O:1]1[CH2:6][CH2:5][CH2:4][CH2:3][CH:2]1[O:7][CH2:8][C:9]1[C:17]2[C:12](=[CH:13][CH:14]=[C:15]([CH:18]=[O:19])[CH:16]=2)[NH:11][N:10]=1. (5) Given the reactants [C:1]1([NH:7][C:8]2C=N[C:11]3[C:16]([CH:17]=2)=[CH:15][CH:14]=[CH:13][CH:12]=3)[CH:6]=[CH:5][CH:4]=[CH:3][CH:2]=1.[I:18][CH2:19][CH2:20][CH2:21][CH2:22][CH2:23][C:24]1[CH:29]=[CH:28][CH:27]=[CH:26][CH:25]=1.[C:30]1(C)C=CC=CC=1, predict the reaction product. The product is: [I-:18].[CH:24]1([CH2:23][CH2:22][CH2:21][CH2:20][CH2:19][N+:17]2[C:16]3[C:11](=[CH:12][CH:13]=[CH:14][CH:15]=3)[CH:30]=[C:7]([C:1]3[CH:6]=[CH:5][CH:4]=[CH:3][CH:2]=3)[CH:8]=2)[CH2:29][CH2:28][CH2:27][CH2:26][CH2:25]1.